Dataset: Forward reaction prediction with 1.9M reactions from USPTO patents (1976-2016). Task: Predict the product of the given reaction. (1) The product is: [C:22]([O:21][C:19]([NH:18][C@@H:14]([CH:15]([CH3:17])[CH3:16])[C:13]([N:5]([CH2:4][C:3]([OH:27])=[O:2])[CH2:6][CH:7]1[CH2:8][CH2:9][CH2:10][CH2:11][CH2:12]1)=[O:26])=[O:20])([CH3:25])([CH3:24])[CH3:23]. Given the reactants C[O:2][C:3](=[O:27])[CH2:4][N:5]([C:13](=[O:26])[C@@H:14]([NH:18][C:19]([O:21][C:22]([CH3:25])([CH3:24])[CH3:23])=[O:20])[CH:15]([CH3:17])[CH3:16])[CH2:6][CH:7]1[CH2:12][CH2:11][CH2:10][CH2:9][CH2:8]1.[Li+].[OH-], predict the reaction product. (2) Given the reactants Cl[C:2]1[N:9]=[C:8]([C:10]([F:13])([F:12])[F:11])[CH:7]=[CH:6][C:3]=1[CH:4]=[O:5].[CH3:14][NH:15][CH3:16], predict the reaction product. The product is: [CH3:14][N:15]([CH3:16])[C:2]1[N:9]=[C:8]([C:10]([F:13])([F:12])[F:11])[CH:7]=[CH:6][C:3]=1[CH:4]=[O:5]. (3) Given the reactants [S:1]1[C:5]2[CH:6]=[CH:7][C:8]([C:10]([OH:12])=[O:11])=[CH:9][C:4]=2[N:3]=[CH:2]1.S(Cl)(Cl)=O.[CH3:17]O, predict the reaction product. The product is: [CH3:17][O:11][C:10]([C:8]1[CH:7]=[CH:6][C:5]2[S:1][CH:2]=[N:3][C:4]=2[CH:9]=1)=[O:12]. (4) Given the reactants [NH2:1][C:2]1[CH:16]=[CH:15][C:5]([CH2:6][P:7](=[O:14])([O:11][CH2:12][CH3:13])[O:8][CH2:9][CH3:10])=[CH:4][CH:3]=1.[CH3:17][C:18]1[C:22]([CH2:23][CH2:24][C:25](O)=[O:26])=[C:21]([C:28]2[CH:33]=[CH:32][CH:31]=[CH:30][CH:29]=2)[O:20][N:19]=1.O.ON1C2C=CC=CC=2N=N1.Cl.C(N=C=NCCCN(C)C)C, predict the reaction product. The product is: [CH2:12]([O:11][P:7]([CH2:6][C:5]1[CH:4]=[CH:3][C:2]([NH:1][C:25](=[O:26])[CH2:24][CH2:23][C:22]2[C:18]([CH3:17])=[N:19][O:20][C:21]=2[C:28]2[CH:29]=[CH:30][CH:31]=[CH:32][CH:33]=2)=[CH:16][CH:15]=1)([O:8][CH2:9][CH3:10])=[O:14])[CH3:13]. (5) Given the reactants C(O[C:6]([CH:8]1[NH:13][CH2:12][C:11]2[O:14][C:15]([C:17]([N:19]3[CH2:24][CH2:23][N:22]([S:25]([C:28]4[NH:29][C:30]5[C:35]([CH:36]=4)=[CH:34][C:33]([Cl:37])=[CH:32][CH:31]=5)(=[O:27])=[O:26])[CH2:21][CH2:20]3)=[O:18])=[N:16][C:10]=2[CH2:9]1)=O)(C)(C)C.FC(F)(F)C(O)=O.Cl.O1CCCC1, predict the reaction product. The product is: [ClH:37].[Cl:37][C:33]1[CH:34]=[C:35]2[C:30](=[CH:31][CH:32]=1)[NH:29][C:28]([S:25]([N:22]1[CH2:23][CH2:24][N:19]([C:17]([C:15]3[O:14][C:11]4[CH2:12][NH:13][CH:8]([CH3:6])[CH2:9][C:10]=4[N:16]=3)=[O:18])[CH2:20][CH2:21]1)(=[O:27])=[O:26])=[CH:36]2. (6) Given the reactants [CH3:1][O:2][C:3]1[CH:4]=[C:5]2[C:10](=[CH:11][C:12]=1[O:13][CH3:14])[N:9]=[CH:8][CH:7]=[C:6]2[O:15][C:16]1[CH:22]=[CH:21][C:19]([NH2:20])=[C:18]([CH3:23])[C:17]=1[CH3:24].C1(C)C=CC=CC=1.C(N(CC)CC)C.Cl[C:40](Cl)([O:42][C:43](=[O:49])OC(Cl)(Cl)Cl)Cl.[F:51][C:52]1[CH:59]=[CH:58][C:55](CO)=[CH:54][CH:53]=1, predict the reaction product. The product is: [CH3:1][O:2][C:3]1[CH:4]=[C:5]2[C:10](=[CH:11][C:12]=1[O:13][CH3:14])[N:9]=[CH:8][CH:7]=[C:6]2[O:15][C:16]1[CH:22]=[CH:21][C:19]([NH:20][C:43](=[O:49])[O:42][CH2:40][C:55]2[CH:58]=[CH:59][C:52]([F:51])=[CH:53][CH:54]=2)=[C:18]([CH3:23])[C:17]=1[CH3:24]. (7) Given the reactants [CH3:1][C:2]1[CH:3]=[C:4]([CH:8]=[CH:9][C:10]=1[C:11]([N:13]1[CH2:17][CH2:16][CH2:15][CH2:14]1)=[O:12])[C:5]([OH:7])=O.CN(C(ON1N=NC2C=CC=CC1=2)=[N+](C)C)C.[B-](F)(F)(F)F.C(N(C(C)C)CC)(C)C.[C:49]([O:53][C:54]([NH:56][CH2:57][CH2:58][CH2:59][CH:60]([NH2:71])[C:61]1[NH:65][C:64]2[CH:66]=[CH:67][C:68]([Cl:70])=[CH:69][C:63]=2[N:62]=1)=[O:55])([CH3:52])([CH3:51])[CH3:50].ClCCl.CO.N.ClCl, predict the reaction product. The product is: [C:49]([O:53][C:54]([NH:56][CH2:57][CH2:58][CH2:59][C@H:60]([NH:71][C:5](=[O:7])[C:4]1[CH:8]=[CH:9][C:10]([C:11]([N:13]2[CH2:17][CH2:16][CH2:15][CH2:14]2)=[O:12])=[C:2]([CH3:1])[CH:3]=1)[C:61]1[NH:65][C:64]2[CH:66]=[CH:67][C:68]([Cl:70])=[CH:69][C:63]=2[N:62]=1)=[O:55])([CH3:52])([CH3:50])[CH3:51]. (8) Given the reactants Cl[C:2]1[N:7]=[N:6][C:5]([N:8]2[CH2:13][CH2:12][N:11]([C:14]([C:16]3[CH:21]=[CH:20][CH:19]=[CH:18][CH:17]=3)=[O:15])[CH2:10][C@H:9]2[CH3:22])=[C:4]2[N:23]=[CH:24][CH:25]=[CH:26][C:3]=12.[Cl:27][C:28]1[CH:33]=[CH:32][C:31](B(O)O)=[C:30]([F:37])[CH:29]=1.C(=O)([O-])[O-].[Na+].[Na+], predict the reaction product. The product is: [Cl:27][C:28]1[CH:33]=[CH:32][C:31]([C:2]2[N:7]=[N:6][C:5]([N:8]3[CH2:13][CH2:12][N:11]([C:14]([C:16]4[CH:17]=[CH:18][CH:19]=[CH:20][CH:21]=4)=[O:15])[CH2:10][C@H:9]3[CH3:22])=[C:4]3[N:23]=[CH:24][CH:25]=[CH:26][C:3]=23)=[C:30]([F:37])[CH:29]=1. (9) Given the reactants [CH2:1]([O:3][C:4]([C:6]1[C:7]2[S:15][CH:14]=[C:13]([CH2:16][O:17][C:18]3[CH:23]=[CH:22][CH:21]=[C:20]([N+:24]([O-])=O)[CH:19]=3)[C:8]=2[C:9]([Cl:12])=[N:10][CH:11]=1)=[O:5])[CH3:2].[H][H], predict the reaction product. The product is: [CH2:1]([O:3][C:4]([C:6]1[C:7]2[S:15][CH:14]=[C:13]([CH2:16][O:17][C:18]3[CH:23]=[CH:22][CH:21]=[C:20]([NH2:24])[CH:19]=3)[C:8]=2[C:9]([Cl:12])=[N:10][CH:11]=1)=[O:5])[CH3:2].